This data is from Catalyst prediction with 721,799 reactions and 888 catalyst types from USPTO. The task is: Predict which catalyst facilitates the given reaction. (1) Reactant: [CH2:1]([O:3][C:4]([C@@H:6]1[CH2:11][CH2:10][C:9]([O:12][Si](C)(C)C)=[CH:8][CH2:7]1)=[O:5])[CH3:2].[B-](F)(F)(F)[F:18].[B-](F)(F)(F)F.C1[N+]2(CCl)CC[N+](F)(CC2)C1.C(=O)([O-])O.[Na+].O. Product: [CH2:1]([O:3][C:4]([C@@H:6]1[CH2:11][CH2:10][C:9](=[O:12])[C@@H:8]([F:18])[CH2:7]1)=[O:5])[CH3:2]. The catalyst class is: 10. (2) Reactant: [N:1]1([C:10]([O:12][C:13]([CH3:16])([CH3:15])[CH3:14])=[O:11])[CH:9]2[CH:4]([CH2:5][NH:6][CH2:7][CH2:8]2)[CH2:3][CH2:2]1.Cl[C:18]([O:20][CH2:21][C:22]1[CH:27]=[CH:26][CH:25]=[CH:24][CH:23]=1)=[O:19]. Product: [N:1]1([C:10]([O:12][C:13]([CH3:16])([CH3:15])[CH3:14])=[O:11])[CH:9]2[CH:4]([CH2:5][N:6]([C:18]([O:20][CH2:21][C:22]3[CH:27]=[CH:26][CH:25]=[CH:24][CH:23]=3)=[O:19])[CH2:7][CH2:8]2)[CH2:3][CH2:2]1. The catalyst class is: 2. (3) Product: [CH3:1][O:2][C:3]1[CH:4]=[C:5]2[CH2:14][CH:13]([CH2:15][CH:16]3[CH2:17][CH2:18][N:19]([CH2:22][C:23]4[CH:28]=[CH:27][CH:26]=[CH:25][CH:24]=4)[CH2:20][CH2:21]3)[C:11](=[O:12])[C:6]2=[CH:7][C:8]=1[O:9][CH3:10].[S:30]([O-:33])(=[O:32])(=[O:31])[CH3:29]. Reactant: [CH3:1][O:2][C:3]1[CH:4]=[C:5]2[CH2:14][CH:13]([CH2:15][CH:16]3[CH2:21][CH2:20][N:19]([CH2:22][C:23]4[CH:24]=[CH:25][CH:26]=[CH:27][CH:28]=4)[CH2:18][CH2:17]3)[C:11](=[O:12])[C:6]2=[CH:7][C:8]=1[O:9][CH3:10].[CH3:29][S:30]([OH:33])(=[O:32])=[O:31]. The catalyst class is: 336. (4) Reactant: [O:1]1[CH:5]=[CH:4][CH:3]=[C:2]1[C:6](Cl)=[O:7].[CH2:9]([N:16]1[C:25]2[C:20](=[CH:21][C:22]([F:26])=[CH:23][CH:24]=2)[C:19]([N:27]2[CH2:32][CH2:31][NH:30][CH2:29][CH2:28]2)=[C:18]([C:33]#[N:34])[C:17]1=[O:35])[C:10]1[CH:15]=[CH:14][CH:13]=[CH:12][CH:11]=1. Product: [CH2:9]([N:16]1[C:25]2[C:20](=[CH:21][C:22]([F:26])=[CH:23][CH:24]=2)[C:19]([N:27]2[CH2:32][CH2:31][N:30]([C:6]([C:2]3[O:1][CH:5]=[CH:4][CH:3]=3)=[O:7])[CH2:29][CH2:28]2)=[C:18]([C:33]#[N:34])[C:17]1=[O:35])[C:10]1[CH:15]=[CH:14][CH:13]=[CH:12][CH:11]=1. The catalyst class is: 17. (5) Reactant: [F:1][C:2]([F:21])([F:20])[S:3]([O:6][C:7]1[CH2:12][CH2:11][N:10]([C:13]([O:15][C:16]([CH3:19])(C)C)=[O:14])[CH2:9][CH:8]=1)(=[O:5])=[O:4].FC(F)(F)C(O)=O.C(N(CC)CC)C.ClC(OC[C:41]1[CH:46]=[CH:45]C=[CH:43][CH:42]=1)=O. Product: [F:21][C:2]([F:1])([F:20])[S:3]([O:6][C:7]1[CH2:12][CH2:11][N:10]([C:13]([O:15][CH2:16][C:19]2[CH:45]=[CH:46][CH:41]=[CH:42][CH:43]=2)=[O:14])[CH2:9][CH:8]=1)(=[O:4])=[O:5]. The catalyst class is: 4. (6) Reactant: C(N([P:8]([N:12]([CH:16]([CH3:18])[CH3:17])[CH:13]([CH3:15])[CH3:14])(Cl)([O-:10])[O-:9])C(C)C)(C)C.[C:19]([NH:24][C:25]1[NH:26][C:27](=[O:65])[C:28]2[N:29]=[CH:30][N:31]([C:63]=2[N:64]=1)[C@@H:32]1[O:62][C@H:36]([CH2:37][O:38][C:39]([C:56]2[CH:61]=[CH:60][CH:59]=[CH:58][CH:57]=2)([C:48]2[CH:53]=[CH:52][C:51]([O:54][CH3:55])=[CH:50][CH:49]=2)[C:40]2[CH:45]=[CH:44][C:43]([O:46][CH3:47])=[CH:42][CH:41]=2)[C@@H:34]([OH:35])[CH2:33]1)(=[O:23])[CH:20]([CH3:22])[CH3:21].C(N(C(C)C)C(C)C)C.[C:75]([O:78][C@@H:79]1[C@@H:89]([O:90][C:91](=[O:93])[CH3:92])[C@H:88]([O:94][C:95](=[O:97])[CH3:96])[C@@H:87]([CH2:98][O:99][C:100](=[O:102])[CH3:101])[O:86][C@H:80]1[O:81][CH2:82][CH2:83][CH2:84]O)(=[O:77])[CH3:76].N1C=NN=N1. Product: [C:19]([NH:24][C:25]1[NH:26][C:27](=[O:65])[C:28]2[N:29]=[CH:30][N:31]([C:63]=2[N:64]=1)[C@@H:32]1[O:62][C@H:36]([CH2:37][O:38][C:39]([C:56]2[CH:61]=[CH:60][CH:59]=[CH:58][CH:57]=2)([C:48]2[CH:53]=[CH:52][C:51]([O:54][CH3:55])=[CH:50][CH:49]=2)[C:40]2[CH:41]=[CH:42][C:43]([O:46][CH3:47])=[CH:44][CH:45]=2)[C@@H:34]([O:35][P:8]([N:12]([CH:13]([CH3:14])[CH3:15])[CH:16]([CH3:17])[CH3:18])([O:9][CH2:84][CH2:83][CH2:82][O:81][C@@H:80]2[O:86][C@H:87]([CH2:98][O:99][C:100](=[O:102])[CH3:101])[C@@H:88]([O:94][C:95](=[O:97])[CH3:96])[C@H:89]([O:90][C:91](=[O:93])[CH3:92])[C@H:79]2[O:78][C:75](=[O:77])[CH3:76])=[O:10])[CH2:33]1)(=[O:23])[CH:20]([CH3:22])[CH3:21]. The catalyst class is: 4.